Dataset: Catalyst prediction with 721,799 reactions and 888 catalyst types from USPTO. Task: Predict which catalyst facilitates the given reaction. (1) The catalyst class is: 18. Reactant: Cl.[NH2:2][C@H:3]([CH2:15][C:16]1[CH:21]=[CH:20][C:19]([C:22]2[CH:27]=[CH:26][CH:25]=[C:24]([Cl:28])[CH:23]=2)=[CH:18][CH:17]=1)[CH2:4][C:5]([O:7][CH2:8][C:9]1[CH:14]=[CH:13][CH:12]=[CH:11][CH:10]=1)=[O:6].[CH2:29]([O:31][C:32](=[O:38])/[CH:33]=[CH:34]/[C:35](O)=[O:36])[CH3:30].CCN=C=NCCCN(C)C.CCN(C(C)C)C(C)C.C1C=NC2N(O)N=NC=2C=1. Product: [CH2:8]([O:7][C:5](=[O:6])[CH2:4][C@H:3]([NH:2][C:35](=[O:36])/[CH:34]=[CH:33]/[C:32]([O:31][CH2:29][CH3:30])=[O:38])[CH2:15][C:16]1[CH:17]=[CH:18][C:19]([C:22]2[CH:27]=[CH:26][CH:25]=[C:24]([Cl:28])[CH:23]=2)=[CH:20][CH:21]=1)[C:9]1[CH:10]=[CH:11][CH:12]=[CH:13][CH:14]=1. (2) Reactant: [CH2:1]([O:8][NH:9][C:10]([C:12]1[C:13](Cl)=[N:14][C:15]([Cl:19])=[C:16]([F:18])[CH:17]=1)=[O:11])[C:2]1[CH:7]=[CH:6][CH:5]=[CH:4][CH:3]=1.[H-].[Na+].[CH2:23]([N:30]=[C:31]=[O:32])[C:24]1[CH:29]=[CH:28][CH:27]=[CH:26][CH:25]=1. Product: [CH2:23]([N:30]1[C:13]2[N:14]=[C:15]([Cl:19])[C:16]([F:18])=[CH:17][C:12]=2[C:10](=[O:11])[N:9]([O:8][CH2:1][C:2]2[CH:7]=[CH:6][CH:5]=[CH:4][CH:3]=2)[C:31]1=[O:32])[C:24]1[CH:29]=[CH:28][CH:27]=[CH:26][CH:25]=1. The catalyst class is: 44. (3) Reactant: [CH3:1][C@H:2]1[CH2:7][N:6]([C:8]2[CH:13]=[CH:12][C:11]([N+:14]([O-])=O)=[CH:10][CH:9]=2)[CH2:5][CH2:4][N:3]1[CH:17]1[CH2:20][O:19][CH2:18]1.C([O-])=O.[NH4+]. Product: [CH3:1][C@@H:2]1[N:3]([CH:17]2[CH2:18][O:19][CH2:20]2)[CH2:4][CH2:5][N:6]([C:8]2[CH:13]=[CH:12][C:11]([NH2:14])=[CH:10][CH:9]=2)[CH2:7]1. The catalyst class is: 29. (4) Reactant: [F:1][C:2]1[CH:7]=[CH:6][CH:5]=[CH:4][C:3]=1[N:8]1[C:12]([C:13]2[CH:18]=[CH:17][CH:16]=[CH:15][C:14]=2I)=[N:11][N:10]=[N:9]1.[OH:20][C:21]1[CH:26]=[CH:25][CH:24]=[CH:23][C:22]=1B(O)O.C(=O)([O-])[O-].[Na+].[Na+]. Product: [F:1][C:2]1[CH:7]=[CH:6][CH:5]=[CH:4][C:3]=1[N:8]1[C:12]([C:13]2[CH:18]=[CH:17][CH:16]=[CH:15][C:14]=2[C:22]2[CH:23]=[CH:24][CH:25]=[CH:26][C:21]=2[OH:20])=[N:11][N:10]=[N:9]1. The catalyst class is: 149. (5) Reactant: [Si]([O:8][CH2:9][CH2:10][N:11]1[C:16]2[C:17]3[CH:23]=[C:22]([CH:24]=[O:25])[N:21]([S:26]([C:29]4[CH:34]=[CH:33][CH:32]=[CH:31][CH:30]=4)(=[O:28])=[O:27])[C:18]=3[N:19]=[CH:20][C:15]=2[CH2:14][N:13]([C:35]2[C:40]([F:41])=[C:39]([O:42][CH3:43])[CH:38]=[C:37]([O:44][CH3:45])[C:36]=2[F:46])[C:12]1=[O:47])(C(C)(C)C)(C)C.Cl.C([O-])(O)=O.[Na+]. Product: [F:41][C:40]1[C:39]([O:42][CH3:43])=[CH:38][C:37]([O:44][CH3:45])=[C:36]([F:46])[C:35]=1[N:13]1[CH2:14][C:15]2[CH:20]=[N:19][C:18]3[N:21]([S:26]([C:29]4[CH:34]=[CH:33][CH:32]=[CH:31][CH:30]=4)(=[O:27])=[O:28])[C:22]([CH:24]=[O:25])=[CH:23][C:17]=3[C:16]=2[N:11]([CH2:10][CH2:9][OH:8])[C:12]1=[O:47]. The catalyst class is: 30. (6) Reactant: C([O:5][C:6](=[O:16])[C:7]1[CH:12]=[CH:11][CH:10]=[C:9]([C:13](=[NH:15])[NH2:14])[CH:8]=1)(C)(C)C.CN([CH:20]=[CH:21][C:22]([C:24]1[CH:29]=[CH:28][C:27]([F:30])=[CH:26][CH:25]=1)=O)C.[H-].[Na+]. Product: [F:30][C:27]1[CH:28]=[CH:29][C:24]([C:22]2[CH:21]=[CH:20][N:14]=[C:13]([C:9]3[CH:8]=[C:7]([CH:12]=[CH:11][CH:10]=3)[C:6]([OH:5])=[O:16])[N:15]=2)=[CH:25][CH:26]=1. The catalyst class is: 8. (7) Reactant: Br[CH2:2][CH2:3][CH2:4][C:5]([NH:7][C:8]1([N:11]2[CH:15]=[CH:14][N:13]=[CH:12]2)[CH2:10][CH2:9]1)=[O:6].C([O-])([O-])=O.[K+].[K+]. Product: [N:11]1([C:8]2([N:7]3[CH2:2][CH2:3][CH2:4][C:5]3=[O:6])[CH2:10][CH2:9]2)[CH:15]=[CH:14][N:13]=[CH:12]1. The catalyst class is: 3.